This data is from Reaction yield outcomes from USPTO patents with 853,638 reactions. The task is: Predict the reaction yield, written as a fraction of the theoretical maximum amount of product (1.0 means a 100% yield; for example, 0.34 means a 34% yield). (1) The reactants are [C:1](N1C=CC=CC1=O)(N1C=CC=CC1=O)=[S:2].[Br:17][C:18]1[CH:27]=[C:26]2[C:21]([CH:22]=[C:23]([NH2:28])[N:24]=[CH:25]2)=[CH:20][CH:19]=1.BrC1C=CC=C2C=1C=C(N)N=C2. The catalyst is ClCCl. The product is [Br:17][C:18]1[CH:27]=[C:26]2[C:21]([CH:22]=[C:23]([N:28]=[C:1]=[S:2])[N:24]=[CH:25]2)=[CH:20][CH:19]=1. The yield is 0.220. (2) The reactants are [CH2:1]([N:8]1[CH2:13][CH2:12][CH2:11][C@@H:10]([NH:14][C:15](=[O:23])[C:16]2[CH:21]=[CH:20][CH:19]=[CH:18][C:17]=2[CH3:22])[CH2:9]1)[C:2]1[CH:7]=[CH:6][CH:5]=[CH:4][CH:3]=1.[Li][CH2:25]CCC.Cl.[OH-].[Na+]. The catalyst is C1COCC1.CN(C=O)C. The product is [CH2:1]([N:8]1[CH2:13][CH2:12][CH2:11][C@@H:10]([N:14]2[CH:25]=[CH:22][C:17]3[C:16](=[CH:21][CH:20]=[CH:19][CH:18]=3)[C:15]2=[O:23])[CH2:9]1)[C:2]1[CH:3]=[CH:4][CH:5]=[CH:6][CH:7]=1. The yield is 0.970.